From a dataset of Catalyst prediction with 721,799 reactions and 888 catalyst types from USPTO. Predict which catalyst facilitates the given reaction. (1) Reactant: B.O1CCC[CH2:3]1.[CH3:7][C:8]([O:11][C:12]([NH:14][CH:15]([C:26]([OH:28])=O)[C:16]1[CH:21]=[CH:20][CH:19]=[C:18]([C:22]([F:25])([F:24])[F:23])[CH:17]=1)=[O:13])([CH3:10])[CH3:9].C(OC(OC(C)(C)C)=O)(OC(C)(C)C)=O.Cl. Product: [OH:28][CH2:26][CH:15]([N:14]([CH3:3])[C:12](=[O:13])[O:11][C:8]([CH3:7])([CH3:9])[CH3:10])[C:16]1[CH:21]=[CH:20][CH:19]=[C:18]([C:22]([F:24])([F:25])[F:23])[CH:17]=1. The catalyst class is: 12. (2) Reactant: [CH:1]1[C:14]2[C:13](=[O:15])[C:12]3[C:7](=[CH:8][CH:9]=[CH:10][CH:11]=3)[O:6][C:5]=2[CH:4]=[CH:3][CH:2]=1.[I:16]N1C(=O)CCC1=O. Product: [I:16][C:2]1[CH:3]=[CH:4][C:5]2[O:6][C:7]3[C:12](=[CH:11][CH:10]=[CH:9][CH:8]=3)[C:13](=[O:15])[C:14]=2[CH:1]=1. The catalyst class is: 617. (3) Reactant: [Li]CCCC.CCCCCC.[Cl:12][C:13]1[CH:18]=[CH:17][CH:16]=[CH:15][C:14]=1[F:19].CON(C)[C:23]([C@@H:25]1[CH2:30][CH2:29][CH2:28][N:27]([C:31]([O:33][C:34]([CH3:37])([CH3:36])[CH3:35])=[O:32])[CH2:26]1)=[O:24]. Product: [Cl:12][C:13]1[C:14]([F:19])=[C:15]([CH:16]=[CH:17][CH:18]=1)[C:23]([C@@H:25]1[CH2:30][CH2:29][CH2:28][N:27]([C:31]([O:33][C:34]([CH3:37])([CH3:36])[CH3:35])=[O:32])[CH2:26]1)=[O:24]. The catalyst class is: 1. (4) Reactant: COP([CH2:7][C:8](=[O:16])[C:9]([F:15])([F:14])[CH2:10][CH2:11][CH2:12][CH3:13])(=O)OC.[H-].[Li+].[C:19]([O:22][C@@H:23]1[C@H:27]([CH2:28][CH2:29][CH2:30][CH2:31][CH2:32][CH2:33][C:34]([O:36][CH3:37])=[O:35])[C@@H:26]([CH:38]=O)[C@H:25]([O:40][CH:41]2[CH2:46][CH2:45][CH2:44][CH2:43][O:42]2)[CH2:24]1)(=[O:21])[CH3:20].O. Product: [C:19]([O:22][C@@H:23]1[C@H:27]([CH2:28][CH2:29][CH2:30][CH2:31][CH2:32][CH2:33][C:34]([O:36][CH3:37])=[O:35])[C@@H:26](/[CH:38]=[CH:7]/[C:8](=[O:16])[C:9]([F:14])([F:15])[CH2:10][CH2:11][CH2:12][CH3:13])[C@H:25]([O:40][CH:41]2[CH2:46][CH2:45][CH2:44][CH2:43][O:42]2)[CH2:24]1)(=[O:21])[CH3:20]. The catalyst class is: 310. (5) Product: [O:38]1[CH2:37][CH2:36][O:35][CH:34]1[C:29]1[CH:28]=[C:27]([CH:32]=[C:31]([CH3:33])[CH:30]=1)[O:26][C:11]1[NH:10][C:9](=[O:8])[NH:14][C:13](=[O:15])[C:12]=1[CH:23]([CH3:25])[CH3:24]. Reactant: C([O:8][C:9]1[N:14]=[C:13]([O:15]CC2C=CC=CC=2)[C:12]([CH:23]([CH3:25])[CH3:24])=[C:11]([O:26][C:27]2[CH:32]=[C:31]([CH3:33])[CH:30]=[C:29]([CH:34]3[O:38][CH2:37][CH2:36][O:35]3)[CH:28]=2)[N:10]=1)C1C=CC=CC=1. The catalyst class is: 123. (6) Reactant: [CH2:1]([O:19][CH2:20][CH2:21][N:22]([CH2:30][CH2:31][O:32][CH2:33][CH2:34][CH2:35][CH2:36][CH2:37][CH2:38][CH2:39][CH2:40]/[CH:41]=[CH:42]\[CH2:43][CH2:44][CH2:45][CH2:46][CH2:47][CH2:48][CH2:49][CH3:50])[CH2:23][CH2:24][C:25]([O:27]CC)=[O:26])[CH2:2][CH2:3][CH2:4][CH2:5][CH2:6][CH2:7][CH2:8]/[CH:9]=[CH:10]\[CH2:11][CH2:12][CH2:13][CH2:14][CH2:15][CH2:16][CH2:17][CH3:18].[OH-].[Na+].Cl. Product: [CH2:1]([O:19][CH2:20][CH2:21][N:22]([CH2:30][CH2:31][O:32][CH2:33][CH2:34][CH2:35][CH2:36][CH2:37][CH2:38][CH2:39][CH2:40][CH:41]=[CH:42][CH2:43][CH2:44][CH2:45][CH2:46][CH2:47][CH2:48][CH2:49][CH3:50])[CH2:23][CH2:24][C:25]([OH:27])=[O:26])[CH2:2][CH2:3][CH2:4][CH2:5][CH2:6][CH2:7][CH2:8][CH:9]=[CH:10][CH2:11][CH2:12][CH2:13][CH2:14][CH2:15][CH2:16][CH2:17][CH3:18]. The catalyst class is: 8. (7) Reactant: Br[C:2]1[C:7]2[O:8][CH2:9][O:10][C:6]=2[CH:5]=[C:4]([C:11]2[S:15][C:14]([NH:16][C:17](=[O:26])[C:18]3[C:23]([F:24])=[CH:22][CH:21]=[CH:20][C:19]=3[F:25])=[N:13][C:12]=2[CH3:27])[CH:3]=1. Product: [O:8]1[C:7]2[CH:2]=[CH:3][C:4]([C:11]3[S:15][C:14]([NH:16][C:17](=[O:26])[C:18]4[C:23]([F:24])=[CH:22][CH:21]=[CH:20][C:19]=4[F:25])=[N:13][C:12]=3[CH3:27])=[CH:5][C:6]=2[O:10][CH2:9]1. The catalyst class is: 50. (8) Reactant: [CH2:1]([O:3][C:4](=[O:30])[C:5]([O:22][C:23]1[CH:28]=[CH:27][CH:26]=[CH:25][C:24]=1[F:29])([CH3:21])[CH2:6][C:7]1[CH:12]=[CH:11][C:10]([O:13]CC2C=CC=CC=2)=[CH:9][CH:8]=1)[CH3:2]. The catalyst class is: 13. Product: [CH2:1]([O:3][C:4](=[O:30])[C:5]([O:22][C:23]1[CH:28]=[CH:27][CH:26]=[CH:25][C:24]=1[F:29])([CH3:21])[CH2:6][C:7]1[CH:8]=[CH:9][C:10]([OH:13])=[CH:11][CH:12]=1)[CH3:2].